This data is from Forward reaction prediction with 1.9M reactions from USPTO patents (1976-2016). The task is: Predict the product of the given reaction. (1) Given the reactants [CH2:1]([O:8][C@H:9]1[C@@H:15]([O:16][CH2:17][C:18]2[CH:23]=[CH:22][CH:21]=[CH:20][CH:19]=2)[C@H:14]([O:24][CH2:25][C:26]2[CH:31]=[CH:30][CH:29]=[CH:28][CH:27]=2)[C@@H:13]([CH2:32][O:33][CH2:34][C:35]2[CH:40]=[CH:39][CH:38]=[CH:37][CH:36]=2)[O:12][CH:10]1[OH:11])[C:2]1[CH:7]=[CH:6][CH:5]=[CH:4][CH:3]=1.CC(C)([O-])C.[Na+].C([O:51][C:52](=[O:55])[CH2:53]Cl)(C)(C)C.COC(C)(C)C, predict the reaction product. The product is: [CH2:1]([O:8][C@@H:9]1[C@@H:15]([O:16][CH2:17][C:18]2[CH:23]=[CH:22][CH:21]=[CH:20][CH:19]=2)[C@@H:14]([O:24][CH2:25][C:26]2[CH:27]=[CH:28][CH:29]=[CH:30][CH:31]=2)[C@@H:13]([CH2:32][O:33][CH2:34][C:35]2[CH:36]=[CH:37][CH:38]=[CH:39][CH:40]=2)[O:12][CH:10]1[O:11][CH2:53][C:52]([OH:55])=[O:51])[C:2]1[CH:3]=[CH:4][CH:5]=[CH:6][CH:7]=1. (2) Given the reactants [F:1][C:2]1[CH:3]=[C:4]([N:9]2[C:16](=[S:17])[N:15]([C:18]3[CH:19]=[C:20]([C:26]([F:29])([F:28])[F:27])[C:21]([C:24]#[N:25])=[N:22][CH:23]=3)[C:14](=[O:30])[C:10]32[CH2:13][CH2:12][CH2:11]3)[CH:5]=[CH:6][C:7]=1[OH:8].[CH3:31][N:32]1[C:36]([CH2:37][CH2:38]O)=[CH:35][CH:34]=[N:33]1.C1(P(C2C=CC=CC=2)C2C=CC=CC=2)C=CC=CC=1.N(C(OC(C)C)=O)=NC(OC(C)C)=O, predict the reaction product. The product is: [F:1][C:2]1[CH:3]=[C:4]([N:9]2[C:16](=[S:17])[N:15]([C:18]3[CH:19]=[C:20]([C:26]([F:29])([F:27])[F:28])[C:21]([C:24]#[N:25])=[N:22][CH:23]=3)[C:14](=[O:30])[C:10]32[CH2:11][CH2:12][CH2:13]3)[CH:5]=[CH:6][C:7]=1[O:8][CH2:38][CH2:37][C:36]1[N:32]([CH3:31])[N:33]=[CH:34][CH:35]=1. (3) The product is: [I-:21].[CH3:20][N+:13]1[CH:12]=[CH:11][C:10]([C:7]2[CH:8]=[CH:9][C:4]([N+:1]([O-:3])=[O:2])=[C:5]([O:16][CH:17]([CH3:19])[CH3:18])[CH:6]=2)=[CH:15][CH:14]=1. Given the reactants [N+:1]([C:4]1[CH:9]=[CH:8][C:7]([C:10]2[CH:15]=[CH:14][N:13]=[CH:12][CH:11]=2)=[CH:6][C:5]=1[O:16][CH:17]([CH3:19])[CH3:18])([O-:3])=[O:2].[CH3:20][I:21], predict the reaction product. (4) Given the reactants Br[C:2]1[CH:3]=[N:4][C:5]2[N:6]([N:8]=[C:9]([C:11]([CH3:14])([CH3:13])[CH3:12])[CH:10]=2)[CH:7]=1.[C:15]([C:17]1[CH:22]=[CH:21][C:20]([CH3:23])=[CH:19][CH:18]=1)#[CH:16], predict the reaction product. The product is: [C:11]([C:9]1[CH:10]=[C:5]2[N:4]=[CH:3][C:2]([C:16]#[C:15][C:17]3[CH:22]=[CH:21][C:20]([CH3:23])=[CH:19][CH:18]=3)=[CH:7][N:6]2[N:8]=1)([CH3:14])([CH3:13])[CH3:12]. (5) Given the reactants [S:1](Cl)([CH3:4])(=[O:3])=[O:2].[CH3:6][O:7][CH:8]([O:21][CH3:22])[CH2:9][NH:10][C:11]1[CH:12]=[CH:13][C:14]2[CH2:17][CH:16]([C:18]#[N:19])[C:15]=2[CH:20]=1.N1C=CC=CC=1.C([O-])(O)=O.[Na+], predict the reaction product. The product is: [CH3:6][O:7][CH:8]([O:21][CH3:22])[CH2:9][N:10]([C:11]1[CH:12]=[CH:13][C:14]2[CH2:17][CH:16]([C:18]#[N:19])[C:15]=2[CH:20]=1)[S:1]([CH3:4])(=[O:3])=[O:2]. (6) Given the reactants [Cl:1][C:2]1[CH:3]=[C:4]([CH:19]=[C:20]([Cl:22])[CH:21]=1)[O:5][CH2:6][CH2:7][N:8]1C(=O)C2C(=CC=CC=2)C1=O.O.NN.CCOCC.[OH-].[K+], predict the reaction product. The product is: [Cl:1][C:2]1[CH:3]=[C:4]([CH:19]=[C:20]([Cl:22])[CH:21]=1)[O:5][CH2:6][CH2:7][NH2:8].